From a dataset of Catalyst prediction with 721,799 reactions and 888 catalyst types from USPTO. Predict which catalyst facilitates the given reaction. (1) Reactant: [S:1]1[CH:5]=[CH:4][C:3]2[CH:6]=[C:7]([CH2:10][S:11]([CH2:14][C@@H:15]([NH:25][C:26]([O:28]C(C)(C)C)=O)[CH2:16][O:17][CH2:18][C:19]3[CH:24]=[CH:23][CH:22]=[CH:21][CH:20]=3)(=[O:13])=[O:12])[CH:8]=[CH:9][C:2]1=2.Cl.C([O:36]CC)C. Product: [CH2:18]([O:17][CH2:16][C@H:15]([N:25]([OH:36])[CH:26]=[O:28])[CH2:14][S:11]([CH2:10][C:7]1[CH:8]=[CH:9][C:2]2[S:1][CH:5]=[CH:4][C:3]=2[CH:6]=1)(=[O:13])=[O:12])[C:19]1[CH:24]=[CH:23][CH:22]=[CH:21][CH:20]=1. The catalyst class is: 12. (2) Reactant: [Cl:1][C:2]1[CH:7]=[CH:6][C:5]([N+:8]([O-:10])=[O:9])=[CH:4][C:3]=1[CH:11]([CH3:14])[C:12]#[N:13].I[CH3:16]. Product: [Cl:1][C:2]1[CH:7]=[CH:6][C:5]([N+:8]([O-:10])=[O:9])=[CH:4][C:3]=1[C:11]([CH3:16])([CH3:14])[C:12]#[N:13]. The catalyst class is: 3. (3) Reactant: [C:1]([O:5][CH:6]([C:10]1[C:15]([C:16]([F:19])([F:18])[F:17])=[CH:14][CH:13]=[C:12]([N:20]2[CH:24]=[CH:23][C:22]([C:25]3[CH:30]=[CH:29][CH:28]=[CH:27][CH:26]=3)=[N:21]2)[C:11]=1[C:31]1[CH:32]=[CH:33][C:34]2[O:39][CH2:38][CH2:37][CH2:36][C:35]=2[CH:40]=1)[C:7]([O-:9])=[O:8])([CH3:4])([CH3:3])[CH3:2].[OH-].[K+]. Product: [C:1]([O:5][CH:6]([C:10]1[C:15]([C:16]([F:17])([F:19])[F:18])=[CH:14][CH:13]=[C:12]([N:20]2[CH:24]=[CH:23][C:22]([C:25]3[CH:30]=[CH:29][CH:28]=[CH:27][CH:26]=3)=[N:21]2)[C:11]=1[C:31]1[CH:32]=[CH:33][C:34]2[O:39][CH2:38][CH2:37][CH2:36][C:35]=2[CH:40]=1)[C:7]([OH:9])=[O:8])([CH3:4])([CH3:2])[CH3:3]. The catalyst class is: 40. (4) Reactant: NC1C=[C:4]([C:8]2[N:13]3N=C[C:16](C(C4SC=CC=4)=O)=[C:12]3N=C[CH:9]=2)C=CC=1.ClC(OC(=O)[CH:29]([CH3:31])[CH3:30])=O. Product: [CH3:16][CH2:12][N:13]([CH:8]([CH3:9])[CH3:4])[CH:29]([CH3:31])[CH3:30]. The catalyst class is: 17. (5) Reactant: [S:1]1[C:5]([NH2:6])=[N:4][CH:3]=[N:2]1.[OH-].[Na+].Cl[S:10]([C:13]1[CH:21]=[CH:20][C:16]([C:17]([OH:19])=[O:18])=[CH:15][C:14]=1Cl)(=[O:12])=[O:11].[ClH:23]. Product: [Cl:23][C:20]1[CH:21]=[C:13]([S:10]([NH:6][C:5]2[S:1][N:2]=[CH:3][N:4]=2)(=[O:12])=[O:11])[CH:14]=[CH:15][C:16]=1[C:17]([OH:19])=[O:18]. The catalyst class is: 38. (6) Reactant: C[O:2][C:3](=[O:21])[C:4]1[CH:9]=[C:8]([C:10](=[O:12])[CH3:11])[CH:7]=[CH:6][C:5]=1[O:13][CH2:14][C:15]1[CH:20]=[CH:19][CH:18]=[CH:17][CH:16]=1.[OH-].[Na+]. Product: [C:10]([C:8]1[CH:7]=[CH:6][C:5]([O:13][CH2:14][C:15]2[CH:20]=[CH:19][CH:18]=[CH:17][CH:16]=2)=[C:4]([CH:9]=1)[C:3]([OH:21])=[O:2])(=[O:12])[CH3:11]. The catalyst class is: 111. (7) Reactant: [NH2:1][CH2:2][CH2:3][C:4]1[N:13]=[C:12]([C:14]([OH:16])=[O:15])[C:11]2[C:6](=[CH:7][CH:8]=[CH:9][CH:10]=2)[N:5]=1.[C:17](OC(=O)C)(=[O:19])[CH3:18]. Product: [C:17]([NH:1][CH2:2][CH2:3][C:4]1[N:13]=[C:12]([C:14]([OH:16])=[O:15])[C:11]2[C:6](=[CH:7][CH:8]=[CH:9][CH:10]=2)[N:5]=1)(=[O:19])[CH3:18]. The catalyst class is: 7.